This data is from Peptide-MHC class I binding affinity with 185,985 pairs from IEDB/IMGT. The task is: Regression. Given a peptide amino acid sequence and an MHC pseudo amino acid sequence, predict their binding affinity value. This is MHC class I binding data. The peptide sequence is QQLEADYTF. The MHC is HLA-A01:01 with pseudo-sequence HLA-A01:01. The binding affinity (normalized) is 0.0847.